Dataset: Full USPTO retrosynthesis dataset with 1.9M reactions from patents (1976-2016). Task: Predict the reactants needed to synthesize the given product. (1) Given the product [Cl:1][C:2]1[C:3]([F:12])=[CH:4][C:5]([F:11])=[C:6]([CH:10]=1)[C:7]([NH:29][S:26]([CH3:25])(=[O:28])=[O:27])=[O:8], predict the reactants needed to synthesize it. The reactants are: [Cl:1][C:2]1[C:3]([F:12])=[CH:4][C:5]([F:11])=[C:6]([CH:10]=1)[C:7](O)=[O:8].Cl.C(N=C=NCCCN(C)C)C.[CH3:25][S:26]([NH2:29])(=[O:28])=[O:27]. (2) Given the product [C:8]1([C@@H:5]([OH:7])[CH3:6])[CH:13]=[CH:12][CH:11]=[CH:10][CH:9]=1, predict the reactants needed to synthesize it. The reactants are: C([O-])=O.[Na+].[C:5]([C:8]1[CH:13]=[CH:12][CH:11]=[CH:10][CH:9]=1)(=[O:7])[CH3:6]. (3) Given the product [CH2:1]([O:3][C:4]1[C:8]([CH2:9][CH2:10][CH2:11][O:12][C:27]2[C:28]([CH2:30][C:31]([OH:33])=[O:32])=[CH:29][N:25]([CH2:23][CH3:24])[N:26]=2)=[CH:7][N:6]([C:13]2[CH:18]=[CH:17][C:16]([C:19]([F:21])([F:20])[F:22])=[CH:15][N:14]=2)[N:5]=1)[CH3:2], predict the reactants needed to synthesize it. The reactants are: [CH2:1]([O:3][C:4]1[C:8]([CH2:9][CH2:10][CH2:11][OH:12])=[CH:7][N:6]([C:13]2[CH:18]=[CH:17][C:16]([C:19]([F:22])([F:21])[F:20])=[CH:15][N:14]=2)[N:5]=1)[CH3:2].[CH2:23]([N:25]1[CH:29]=[C:28]([CH2:30][C:31]([O:33]C)=[O:32])[C:27](O)=[N:26]1)[CH3:24].C(P(CCCC)CCCC)CCC.N(C(N1CCCCC1)=O)=NC(N1CCCCC1)=O. (4) Given the product [N:6]1[CH:7]=[CH:8][N:9]=[CH:10][C:5]=1[C:3]1[N:4]=[C:22]([C:13]2[CH:14]=[CH:15][C:16]3[C:21](=[CH:20][CH:19]=[CH:18][CH:17]=3)[C:12]=2[OH:11])[NH:1][N:2]=1, predict the reactants needed to synthesize it. The reactants are: [NH2:1][NH:2][C:3]([C:5]1[CH:10]=[N:9][CH:8]=[CH:7][N:6]=1)=[NH:4].[OH:11][C:12]1[C:21]2[C:16](=[CH:17][CH:18]=[CH:19][CH:20]=2)[CH:15]=[CH:14][C:13]=1[CH:22]=O. (5) Given the product [Cl:10][C:11]1[C:12]([O:21][C:22]2[CH:23]=[N:24][C:25]([O:29][C@@H:30]([CH3:35])[C:31]([F:34])([F:33])[F:32])=[C:26]([Cl:28])[CH:27]=2)=[CH:13][C:14]([F:20])=[C:15]([CH:19]=1)[C:16]([NH:64][S:61]([CH3:60])(=[O:63])=[O:62])=[O:17], predict the reactants needed to synthesize it. The reactants are: C(N(C(C)C)CC)(C)C.[Cl:10][C:11]1[C:12]([O:21][C:22]2[CH:23]=[N:24][C:25]([O:29][C@@H:30]([CH3:35])[C:31]([F:34])([F:33])[F:32])=[C:26]([Cl:28])[CH:27]=2)=[CH:13][C:14]([F:20])=[C:15]([CH:19]=1)[C:16](O)=[O:17].F[P-](F)(F)(F)(F)F.N1(OC(N(C)C)=[N+](C)C)C2N=CC=CC=2N=N1.[CH3:60][S:61]([NH2:64])(=[O:63])=[O:62]. (6) The reactants are: [C:1]1([C:7]2[S:11][N:10]=[C:9]([C:12]([O:14][CH3:15])=[O:13])[CH:8]=2)[CH:6]=[CH:5][CH:4]=[CH:3][CH:2]=1.[I:16]I.[N+]([O-])(O)=O. Given the product [I:16][C:8]1[C:9]([C:12]([O:14][CH3:15])=[O:13])=[N:10][S:11][C:7]=1[C:1]1[CH:2]=[CH:3][CH:4]=[CH:5][CH:6]=1, predict the reactants needed to synthesize it. (7) The reactants are: [Br-].C([P+](C1C=CC=CC=1)(C1C=CC=CC=1)C1C=CC=CC=1)CC.CC(C)([O-])C.[K+].C([C:32]1[CH:41]=[CH:40][C:39]2[C:34](=[CH:35][CH:36]=[CH:37][CH:38]=2)[N:33]=1)=O.O. Given the product [N:33]1[C:34]2[C:39](=[CH:38][CH:37]=[CH:36][CH:35]=2)[CH:40]=[CH:41][CH:32]=1, predict the reactants needed to synthesize it.